This data is from Reaction yield outcomes from USPTO patents with 853,638 reactions. The task is: Predict the reaction yield, written as a fraction of the theoretical maximum amount of product (1.0 means a 100% yield; for example, 0.34 means a 34% yield). (1) The reactants are [CH:1]([N:14]1[CH2:19][CH2:18][N:17]([C:20]([C@@H:22]2[CH2:24][C@H:23]2[C:25](OCC)=[O:26])=[O:21])[CH2:16][CH2:15]1)([C:8]1[CH:13]=[CH:12][CH:11]=[CH:10][CH:9]=1)[C:2]1[CH:7]=[CH:6][CH:5]=[CH:4][CH:3]=1.[Li+].[BH4-]. The catalyst is C1COCC1.CO. The product is [CH:1]([N:14]1[CH2:15][CH2:16][N:17]([C:20]([C@@H:22]2[CH2:24][C@H:23]2[CH2:25][OH:26])=[O:21])[CH2:18][CH2:19]1)([C:2]1[CH:7]=[CH:6][CH:5]=[CH:4][CH:3]=1)[C:8]1[CH:9]=[CH:10][CH:11]=[CH:12][CH:13]=1. The yield is 0.440. (2) The reactants are [Cl:1][C:2]1[C:3]([O:12][C:13]2[CH:18]=[C:17]([O:19][CH2:20][CH2:21][O:22][CH2:23][CH2:24][O:25][CH3:26])[CH:16]=[CH:15][C:14]=2/[CH:27]=[CH:28]/[C:29]([NH:31][S:32]([CH2:35][CH2:36][CH2:37][CH2:38][CH3:39])(=[O:34])=[O:33])=[O:30])=[N:4][CH:5]=[C:6]([C:8]([F:11])([F:10])[F:9])[CH:7]=1. The catalyst is O1CCCC1.CO. The product is [Cl:1][C:2]1[C:3]([O:12][C:13]2[CH:18]=[C:17]([O:19][CH2:20][CH2:21][O:22][CH2:23][CH2:24][O:25][CH3:26])[CH:16]=[CH:15][C:14]=2[CH2:27][CH2:28][C:29]([NH:31][S:32]([CH2:35][CH2:36][CH2:37][CH2:38][CH3:39])(=[O:34])=[O:33])=[O:30])=[N:4][CH:5]=[C:6]([C:8]([F:10])([F:9])[F:11])[CH:7]=1. The yield is 0.0900. (3) The reactants are [F:1][C:2]([F:14])([F:13])[C:3]1[CH:11]=[C:10]2[C:6]([CH:7]=[CH:8][NH:9]2)=[C:5](N)[CH:4]=1.N([O-])=O.[Na+].F[B-](F)(F)F.[Na+].[I-:25].[Na+]. The catalyst is Cl.O.C(#N)C. The yield is 0.590. The product is [I:25][C:5]1[CH:4]=[C:3]([C:2]([F:14])([F:13])[F:1])[CH:11]=[C:10]2[C:6]=1[CH:7]=[CH:8][NH:9]2. (4) The reactants are [CH:1]1([N:7]2[C:12](=[O:13])[CH2:11][C:10](=[O:14])[N:9]([CH2:15][CH2:16][CH2:17][CH2:18][CH2:19][C:20]([O:22]CC)=[O:21])[C:8]2=[O:25])[CH2:6][CH2:5][CH2:4][CH2:3][CH2:2]1.C(N(C(C)C)CC)(C)C.[N:35]([CH2:38][C:39]([O:41]CC)=[O:40])=[C:36]=[S:37]. The catalyst is C(Cl)(Cl)Cl. The product is [C:39]([CH2:38][NH:35][C:36]([C:11]1[C:12](=[O:13])[N:7]([CH:1]2[CH2:2][CH2:3][CH2:4][CH2:5][CH2:6]2)[C:8](=[O:25])[N:9]([CH2:15][CH2:16][CH2:17][CH2:18][CH2:19][C:20]([OH:22])=[O:21])[C:10]=1[OH:14])=[S:37])([OH:41])=[O:40]. The yield is 0.600. (5) The reactants are Br[C:2]1[CH:7]=[C:6]([O:8][C:9]2[CH:14]=[CH:13][C:12]([Cl:15])=[CH:11][C:10]=2[O:16][CH3:17])[C:5]([Cl:18])=[CH:4][C:3]=1[F:19].[C:20](OCC)(=[O:26])[C:21]([O:23][CH2:24][CH3:25])=[O:22]. No catalyst specified. The product is [Cl:18][C:5]1[C:6]([O:8][C:9]2[CH:14]=[CH:13][C:12]([Cl:15])=[CH:11][C:10]=2[O:16][CH3:17])=[CH:7][C:2]([C:20](=[O:26])[C:21]([O:23][CH2:24][CH3:25])=[O:22])=[C:3]([F:19])[CH:4]=1. The yield is 0.600. (6) The reactants are [OH:1][CH2:2][CH2:3][N:4]([CH:22]([CH3:24])[CH3:23])[C:5]([C:7]1[S:8][C:9]2[CH2:10][CH2:11][O:12][C:13]3[CH:20]=[CH:19][C:18](Br)=[CH:17][C:14]=3[C:15]=2[N:16]=1)=[O:6].CC1(C)C(C)(C)OB([C:33]2[CH:34]=[N:35][C:36]([NH2:39])=[N:37][CH:38]=2)O1. No catalyst specified. The product is [OH:1][CH2:2][CH2:3][N:4]([CH:22]([CH3:24])[CH3:23])[C:5]([C:7]1[S:8][C:9]2[CH2:10][CH2:11][O:12][C:13]3[CH:20]=[CH:19][C:18]([C:33]4[CH:34]=[N:35][C:36]([NH2:39])=[N:37][CH:38]=4)=[CH:17][C:14]=3[C:15]=2[N:16]=1)=[O:6]. The yield is 0.120.